This data is from Reaction yield outcomes from USPTO patents with 853,638 reactions. The task is: Predict the reaction yield, written as a fraction of the theoretical maximum amount of product (1.0 means a 100% yield; for example, 0.34 means a 34% yield). (1) The reactants are Cl.[S:2]1[CH:6]=[CH:5][C:4]([C:7]2[CH:8]=[C:9]3[C:14](=[CH:15][CH:16]=2)[CH2:13][NH:12][CH2:11][CH2:10]3)=[CH:3]1.[C:17]([O:20][C@@H:21]([C:23]1[N:28]=[C:27](Cl)[CH:26]=[CH:25][N:24]=1)[CH3:22])(=[O:19])[CH3:18].C(N(CC)CC)C. The catalyst is C(O)(C)C. The product is [C:17]([O:20][C@@H:21]([C:23]1[N:24]=[C:25]([N:12]2[CH2:11][CH2:10][C:9]3[C:14](=[CH:15][CH:16]=[C:7]([C:4]4[CH:5]=[CH:6][S:2][CH:3]=4)[CH:8]=3)[CH2:13]2)[CH:26]=[CH:27][N:28]=1)[CH3:22])(=[O:19])[CH3:18]. The yield is 0.980. (2) The reactants are [Na].[C:2]([O:9][CH2:10][CH3:11])(=[O:8])[C:3]([O:5]CC)=O.[C:12]([C:15]1[C:23]2[C:18](=[CH:19][CH:20]=[C:21]([Cl:24])[CH:22]=2)[NH:17][CH:16]=1)(=[O:14])[CH3:13]. The catalyst is CCO. The product is [CH2:10]([O:9][C:2](=[O:8])[C:3]([OH:5])=[CH:13][C:12]([C:15]1[C:23]2[C:18](=[CH:19][CH:20]=[C:21]([Cl:24])[CH:22]=2)[NH:17][CH:16]=1)=[O:14])[CH3:11]. The yield is 0.810. (3) The reactants are [NH2:1][C:2]1[C:11]([C:12]([O:14]N2C3C=C(Cl)C=CC=3N=N2)=O)=[C:5]2[N:6]=[CH:7][C:8]([F:10])=[CH:9][N:4]2[N:3]=1.[NH2:25][C:26]1[CH:27]=[N:28][CH:29]=[C:30]([F:45])[C:31]=1[N:32]1[CH2:37][CH2:36][CH:35]([C:38]([O:40][C:41]([CH3:44])([CH3:43])[CH3:42])=[O:39])[CH2:34][CH2:33]1. The catalyst is N1C=CC=CC=1. The product is [NH2:1][C:2]1[C:11]([C:12]([NH:25][C:26]2[CH:27]=[N:28][CH:29]=[C:30]([F:45])[C:31]=2[N:32]2[CH2:37][CH2:36][CH:35]([C:38]([O:40][C:41]([CH3:43])([CH3:42])[CH3:44])=[O:39])[CH2:34][CH2:33]2)=[O:14])=[C:5]2[N:6]=[CH:7][C:8]([F:10])=[CH:9][N:4]2[N:3]=1. The yield is 0.560. (4) The reactants are C(O[BH-](OC(=O)C)OC(=O)C)(=O)C.[Na+].COC1C=CC([C@@H:23]([NH:25][C@@H:26]2[C:35]3[N:34]=[CH:33][CH:32]=[CH:31][C:30]=3[CH2:29][CH2:28][CH2:27]2)C)=CC=1.C=O.FC(F)(F)C(O)=O.[C:45]([OH:50])(=[O:49])[C:46]([OH:48])=[O:47]. The catalyst is ClCCl.C(O)(C)C.O. The product is [C:45]([OH:50])(=[O:49])[C:46]([OH:48])=[O:47].[CH3:23][NH:25][C@@H:26]1[C:35]2[N:34]=[CH:33][CH:32]=[CH:31][C:30]=2[CH2:29][CH2:28][CH2:27]1. The yield is 0.550. (5) The reactants are [CH3:1][N:2]([CH3:37])[C@@H:3]1[CH2:7][CH2:6][N:5]([C:8]2[C:13]([N+:14]([O-])=O)=[CH:12][C:11]([NH:17][C:18]3[N:23]=[C:22]([C:24]4[C:32]5[C:27](=[CH:28][CH:29]=[CH:30][CH:31]=5)[N:26]([CH3:33])[CH:25]=4)[C:21]([CH3:34])=[CH:20][N:19]=3)=[C:10]([O:35][CH3:36])[CH:9]=2)[CH2:4]1.[NH4+].[Cl-].C(Cl)Cl.CO. The catalyst is C(O)C.O.[Fe]. The yield is 0.840. The product is [CH3:37][N:2]([CH3:1])[C@@H:3]1[CH2:7][CH2:6][N:5]([C:8]2[CH:9]=[C:10]([O:35][CH3:36])[C:11]([NH:17][C:18]3[N:23]=[C:22]([C:24]4[C:32]5[C:27](=[CH:28][CH:29]=[CH:30][CH:31]=5)[N:26]([CH3:33])[CH:25]=4)[C:21]([CH3:34])=[CH:20][N:19]=3)=[CH:12][C:13]=2[NH2:14])[CH2:4]1. (6) The reactants are [CH3:1][O:2][C:3]1[CH:4]=[C:5]([S:9]([NH:12][C@@H:13]([C:18]([OH:20])=[O:19])[C:14]([CH3:17])([CH3:16])[CH3:15])(=[O:11])=[O:10])[CH:6]=[CH:7][CH:8]=1.C(=O)([O-])[O-].[K+].[K+].[CH2:27](Br)[C:28]1[CH:33]=[CH:32][CH:31]=[CH:30][CH:29]=1. The catalyst is CN(C=O)C. The product is [CH2:27]([O:19][C:18](=[O:20])[C@@H:13]([C:14]([CH3:16])([CH3:17])[CH3:15])[NH:12][S:9]([C:5]1[CH:6]=[CH:7][CH:8]=[C:3]([O:2][CH3:1])[CH:4]=1)(=[O:11])=[O:10])[C:28]1[CH:33]=[CH:32][CH:31]=[CH:30][CH:29]=1. The yield is 0.780. (7) The reactants are [Br:1][C:2]1[CH:3]=[C:4]2[C:9](=[CH:10][CH:11]=1)[CH:8]=[N:7][CH:6]=[CH:5]2.[O:12](C)[S:13]([C:16]([F:19])([F:18])[F:17])(=[O:15])=[O:14]. The catalyst is C(Cl)Cl. The product is [F:17][C:16]([F:19])([F:18])[S:13]([O-:15])(=[O:14])=[O:12].[Br:1][C:2]1[CH:3]=[C:4]2[C:9](=[CH:10][CH:11]=1)[CH:8]=[N+:7]([CH3:16])[CH:6]=[CH:5]2. The yield is 0.930.